This data is from Forward reaction prediction with 1.9M reactions from USPTO patents (1976-2016). The task is: Predict the product of the given reaction. (1) Given the reactants Br[CH2:2][CH2:3][CH2:4][C:5]([NH:7][C:8]1[CH:16]=[CH:15][CH:14]=[CH:13][C:9]=1[C:10]([NH2:12])=[O:11])=[O:6].Cl.[C:18]1([C:24]2[CH2:25][CH2:26][CH2:27][NH:28][CH2:29][CH:30]=2)[CH:23]=[CH:22][CH:21]=[CH:20][CH:19]=1.Cl.[C:32]1([C:38]2[CH2:39][CH2:40][NH:41][CH2:42][CH2:43][CH:44]=2)[CH:37]=[CH:36][CH:35]=[CH:34][CH:33]=1, predict the reaction product. The product is: [C:18]1([C:24]2[CH2:30][CH2:29][N:28]([CH2:2][CH2:3][CH2:4][C:5]([NH:7][C:8]3[CH:16]=[CH:15][CH:14]=[CH:13][C:9]=3[C:10]([NH2:12])=[O:11])=[O:6])[CH2:27][CH2:26][CH:25]=2)[CH:23]=[CH:22][CH:21]=[CH:20][CH:19]=1.[C:32]1([C:38]2[CH2:44][CH2:43][CH2:42][N:41]([CH2:2][CH2:3][CH2:4][C:5]([NH:7][C:8]3[CH:16]=[CH:15][CH:14]=[CH:13][C:9]=3[C:10]([NH2:12])=[O:11])=[O:6])[CH2:40][CH:39]=2)[CH:37]=[CH:36][CH:35]=[CH:34][CH:33]=1. (2) Given the reactants [F:1][C:2]1[CH:3]=[N:4][C:5]2[C:10]([C:11]=1[CH2:12][CH2:13][N:14]1[CH2:18][CH2:17][C@H:16]([CH2:19][NH2:20])[CH2:15]1)=[N:9][C:8]([O:21][CH3:22])=[CH:7][CH:6]=2.C(N(CC)CC)C.[O:30]=[C:31]1[NH:36][C:35]2[CH:37]=[C:38]([S:41](Cl)(=[O:43])=[O:42])[CH:39]=[CH:40][C:34]=2[S:33][CH2:32]1, predict the reaction product. The product is: [F:1][C:2]1[CH:3]=[N:4][C:5]2[C:10]([C:11]=1[CH2:12][CH2:13][N:14]1[CH2:18][CH2:17][C@H:16]([CH2:19][NH:20][S:41]([C:38]3[CH:39]=[CH:40][C:34]4[S:33][CH2:32][C:31](=[O:30])[NH:36][C:35]=4[CH:37]=3)(=[O:43])=[O:42])[CH2:15]1)=[N:9][C:8]([O:21][CH3:22])=[CH:7][CH:6]=2. (3) Given the reactants [F:1][C:2]1[CH:3]=[CH:4][C:5]2[N:6]([CH2:16][CH:17]([OH:31])[CH2:18][NH:19][CH2:20][CH:21]([NH:23][C:24](=O)[O:25]C(C)(C)C)[CH3:22])[C:7]3[C:12]([C:13]=2[CH:14]=1)=[CH:11][C:10]([F:15])=[CH:9][CH:8]=3.CC(C)([O-])C.[K+].C(O)(=O)C, predict the reaction product. The product is: [F:15][C:10]1[CH:9]=[CH:8][C:7]2[N:6]([CH2:16][CH:17]([OH:31])[CH2:18][N:19]3[CH2:20][CH:21]([CH3:22])[NH:23][C:24]3=[O:25])[C:5]3[C:13]([C:12]=2[CH:11]=1)=[CH:14][C:2]([F:1])=[CH:3][CH:4]=3. (4) Given the reactants CC1(C)[C@H]2CC[C@]1(CS(O)(=O)=O)C(=O)C2.[Br:16][C:17]1[CH:18]=[C:19]2[C:23](=[CH:24][CH:25]=1)[CH2:22][C@H:21]([NH2:26])[CH2:20]2.O.[C:28](Cl)(=[O:37])[O:29][CH2:30][C:31]1[CH:36]=[CH:35][CH:34]=[CH:33][CH:32]=1, predict the reaction product. The product is: [Br:16][C:17]1[CH:18]=[C:19]2[C:23](=[CH:24][CH:25]=1)[CH2:22][C@H:21]([NH:26][C:28](=[O:37])[O:29][CH2:30][C:31]1[CH:36]=[CH:35][CH:34]=[CH:33][CH:32]=1)[CH2:20]2. (5) Given the reactants [Cl:1][C:2]1[CH:3]=[C:4]2[C:9](=[CH:10][CH:11]=1)[CH:8]=[C:7]([S:12]([N:15]([CH3:31])[C@H:16]1[CH2:20][CH2:19][N:18]([C@H:21]([CH3:29])[C:22](OC(C)(C)C)=[O:23])[C:17]1=[O:30])(=[O:14])=[O:13])[CH:6]=[CH:5]2.FC(F)(F)C(O)=O.Cl.CN(C)CCCN=C=NCC.C1C=CC2N(O)N=NC=2C=1.[NH:61]1[CH2:66][CH2:65][CH2:64][CH:63]([NH:67][C:68](=[O:75])[C:69]2[CH:74]=[CH:73][CH:72]=[CH:71][CH:70]=2)[CH2:62]1, predict the reaction product. The product is: [Cl:1][C:2]1[CH:11]=[C:10]2[C:9](=[CH:4][CH:3]=1)[CH:8]=[C:7]([S:12]([N:15]([CH3:31])[C@H:16]1[CH2:20][CH2:19][N:18]([C@H:21]([CH3:29])[C:22]([N:61]3[CH2:66][CH2:65][CH2:64][CH:63]([NH:67][C:68](=[O:75])[C:69]4[CH:70]=[CH:71][CH:72]=[CH:73][CH:74]=4)[CH2:62]3)=[O:23])[C:17]1=[O:30])(=[O:13])=[O:14])[CH:6]=[CH:5]2. (6) Given the reactants Cl[C:2]1[CH:7]=[C:6]([C:8]2[N:9]=[C:10]([NH:18][CH2:19][C:20]([CH3:23])([NH2:22])[CH3:21])[C:11]3[C:16]([CH:17]=2)=[CH:15][N:14]=[CH:13][CH:12]=3)[CH:5]=[CH:4][N:3]=1.C(=[NH:37])(C1C=CC=CC=1)C1C=CC=CC=1.C1C=CC(P(C2C(C3C(P(C4C=CC=CC=4)C4C=CC=CC=4)=CC=C4C=3C=CC=C4)=C3C(C=CC=C3)=CC=2)C2C=CC=CC=2)=CC=1.CC([O-])(C)C.[Na+], predict the reaction product. The product is: [NH2:37][C:2]1[CH:7]=[C:6]([C:8]2[N:9]=[C:10]([NH:18][CH2:19][C:20]([CH3:23])([NH2:22])[CH3:21])[C:11]3[C:16]([CH:17]=2)=[CH:15][N:14]=[CH:13][CH:12]=3)[CH:5]=[CH:4][N:3]=1.